This data is from Full USPTO retrosynthesis dataset with 1.9M reactions from patents (1976-2016). The task is: Predict the reactants needed to synthesize the given product. Given the product [O:23]1[C:32]2[C:27](=[CH:28][CH:29]=[CH:30][CH:31]=2)[CH2:26][C:25](=[O:33])[CH:24]1[C:34]1[CH:39]=[CH:38][CH:37]=[CH:36][CH:35]=1, predict the reactants needed to synthesize it. The reactants are: CC(OI1(OC(C)=O)(OC(C)=O)OC(=O)C2C=CC=CC1=2)=O.[O:23]1[C:32]2[C:27](=[CH:28][CH:29]=[CH:30][CH:31]=2)[CH2:26][C@@H:25]([OH:33])[C@@H:24]1[C:34]1[CH:39]=[CH:38][CH:37]=[CH:36][CH:35]=1.C(=O)(O)[O-].[Na+].S([O-])([O-])(=O)=S.[Na+].[Na+].